From a dataset of Forward reaction prediction with 1.9M reactions from USPTO patents (1976-2016). Predict the product of the given reaction. (1) Given the reactants [CH:1]1[C:10]2[CH:9]=[CH:8][CH:7]=[C:6]([S:11](Cl)(=[O:13])=[O:12])[C:5]=2[CH:4]=[CH:3][N:2]=1.[NH4+:15].[OH-], predict the reaction product. The product is: [CH:1]1[C:10]2[CH:9]=[CH:8][CH:7]=[C:6]([S:11]([NH2:15])(=[O:13])=[O:12])[C:5]=2[CH:4]=[CH:3][N:2]=1. (2) Given the reactants [Cl:1][C:2]1[N:10]=[C:9]([Cl:11])[CH:8]=[CH:7][C:3]=1[C:4](Cl)=[O:5].[NH2:12][CH:13]1[CH:20]2[CH2:21][C:16]3([OH:23])[CH2:17][CH:18]([CH2:22][CH:14]1[CH2:15]3)[CH2:19]2.C(N(C(C)C)C(C)C)C, predict the reaction product. The product is: [Cl:1][C:2]1[N:10]=[C:9]([Cl:11])[CH:8]=[CH:7][C:3]=1[C:4]([NH:12][CH:13]1[CH:14]2[CH2:22][CH:18]3[CH2:17][C:16]([OH:23])([CH2:21][CH:20]1[CH2:19]3)[CH2:15]2)=[O:5]. (3) Given the reactants [O:1]=[C:2]1[CH2:8][CH2:7][N:6]([C:9]([O:11][C:12]([CH3:15])([CH3:14])[CH3:13])=[O:10])[CH2:5][CH2:4][CH:3]1C(OCC)=O.C(=O)([O-])[O-].[K+].[K+], predict the reaction product. The product is: [O:1]=[C:2]1[CH2:3][CH2:4][CH2:5][N:6]([C:9]([O:11][C:12]([CH3:15])([CH3:14])[CH3:13])=[O:10])[CH2:7][CH2:8]1. (4) Given the reactants C[O:2][C:3]([C:5]1[CH:15]=[N:14][C:8]2[S:9][CH2:10][C:11](=[O:13])[NH:12][C:7]=2[CH:6]=1)=[O:4].[OH-].[Na+], predict the reaction product. The product is: [O:13]=[C:11]1[CH2:10][S:9][C:8]2[N:14]=[CH:15][C:5]([C:3]([OH:4])=[O:2])=[CH:6][C:7]=2[NH:12]1. (5) The product is: [N:1]([C:2]1[CH:16]=[CH:15][C:5]([CH2:6][NH:7][C:8](=[O:14])[O:9][C:10]([CH3:13])([CH3:12])[CH3:11])=[CH:4][C:3]=1[I:17])=[N+:29]=[N-:30]. Given the reactants [NH2:1][C:2]1[CH:16]=[CH:15][C:5]([CH2:6][NH:7][C:8](=[O:14])[O:9][C:10]([CH3:13])([CH3:12])[CH3:11])=[CH:4][C:3]=1[I:17].N(OC(C)(C)C)=O.[Si]([N:29]=[N+:30]=[N-])(C)(C)C, predict the reaction product. (6) Given the reactants [CH3:1][O:2][C:3]1[CH:4]=[C:5]2[C:9](=[CH:10][CH:11]=1)[NH:8][C:7](=[O:12])[C:6]2=O.O.NN, predict the reaction product. The product is: [CH3:1][O:2][C:3]1[CH:4]=[C:5]2[C:9](=[CH:10][CH:11]=1)[NH:8][C:7](=[O:12])[CH2:6]2. (7) Given the reactants C1CCN2C(=NCCC2)CC1.[OH:12][C:13]1[CH:21]=[C:20]2[C:16]([CH:17]=[C:18]([C:29]([O:31][CH3:32])=[O:30])[N:19]2[C:22]([O:24][C:25]([CH3:28])([CH3:27])[CH3:26])=[O:23])=[CH:15][CH:14]=1.Br[CH2:34][CH2:35][O:36][Si:37]([C:40]([CH3:43])([CH3:42])[CH3:41])([CH3:39])[CH3:38].CCOC(C)=O, predict the reaction product. The product is: [CH3:41][C:40]([Si:37]([CH3:39])([CH3:38])[O:36][CH2:35][CH2:34][O:12][C:13]1[CH:21]=[C:20]2[C:16]([CH:17]=[C:18]([C:29]([O:31][CH3:32])=[O:30])[N:19]2[C:22]([O:24][C:25]([CH3:28])([CH3:27])[CH3:26])=[O:23])=[CH:15][CH:14]=1)([CH3:43])[CH3:42].